This data is from Catalyst prediction with 721,799 reactions and 888 catalyst types from USPTO. The task is: Predict which catalyst facilitates the given reaction. (1) Reactant: [I:1][C:2]1[N:3]=[CH:4][N:5]([CH3:8])[C:6]=1I.C([Mg]Br)C.[CH2:13]([Sn:17](Cl)([CH2:22][CH2:23][CH2:24][CH3:25])[CH2:18][CH2:19][CH2:20][CH3:21])[CH2:14][CH2:15][CH3:16].[NH4+].[Cl-]. Product: [CH2:22]([Sn:17]([CH2:13][CH2:14][CH2:15][CH3:16])([CH2:18][CH2:19][CH2:20][CH3:21])[C:6]1[N:5]([CH3:8])[CH:4]=[N:3][C:2]=1[I:1])[CH2:23][CH2:24][CH3:25]. The catalyst class is: 20. (2) Product: [N+:7]([C:10]1[CH:15]=[CH:14][C:13]([C:16]23[CH2:24][CH:20]4[CH2:21][CH:22]([CH2:23]2)[C:18]([C:25]([OH:1])=[O:27])([CH2:19]4)[CH2:17]3)=[CH:12][CH:11]=1)([O-:9])=[O:8]. The catalyst class is: 38. Reactant: [OH-:1].[Na+].BrBr.Br[O-].[N+:7]([C:10]1[CH:15]=[CH:14][C:13]([C:16]23[CH2:24][CH:20]4[CH2:21][CH:22]([CH2:23]2)[C:18]([C:25](=[O:27])C)([CH2:19]4)[CH2:17]3)=[CH:12][CH:11]=1)([O-:9])=[O:8].Cl. (3) Reactant: N#N.Br[C:4]1[CH:9]=[CH:8][C:7]([C:10]#[C:11][C:12]2[CH:17]=[CH:16][C:15]([CH2:18][CH2:19][CH2:20][CH3:21])=[CH:14][CH:13]=2)=[CH:6][CH:5]=1.[Li]CCCC.CN([CH:30]=[O:31])C. Product: [CH2:18]([C:15]1[CH:16]=[CH:17][C:12]([C:11]#[C:10][C:7]2[CH:8]=[CH:9][C:4]([CH:30]=[O:31])=[CH:5][CH:6]=2)=[CH:13][CH:14]=1)[CH2:19][CH2:20][CH3:21]. The catalyst class is: 1.